This data is from Peptide-MHC class I binding affinity with 185,985 pairs from IEDB/IMGT. The task is: Regression. Given a peptide amino acid sequence and an MHC pseudo amino acid sequence, predict their binding affinity value. This is MHC class I binding data. (1) The peptide sequence is CNYTRFWYI. The binding affinity (normalized) is 0.148. The MHC is HLA-A02:02 with pseudo-sequence HLA-A02:02. (2) The MHC is HLA-A02:01 with pseudo-sequence HLA-A02:01. The peptide sequence is FLAIPPTAGV. The binding affinity (normalized) is 0.882. (3) The peptide sequence is LVPTGSENL. The MHC is Mamu-A01 with pseudo-sequence Mamu-A01. The binding affinity (normalized) is 0.353. (4) The peptide sequence is FQFICNLLLL. The MHC is HLA-A02:02 with pseudo-sequence HLA-A02:02. The binding affinity (normalized) is 0.808. (5) The peptide sequence is VGNNYVKF. The MHC is Mamu-B52 with pseudo-sequence Mamu-B52. The binding affinity (normalized) is 0.854.